From a dataset of Forward reaction prediction with 1.9M reactions from USPTO patents (1976-2016). Predict the product of the given reaction. (1) The product is: [C:24]([O:27][CH2:28][C:29]1[C:30]([N:44]2[N:53]=[CH:52][C:51]3[C:46](=[C:47]([F:58])[CH:48]=[C:49]([C:54]([CH3:56])([CH3:55])[CH3:57])[CH:50]=3)[C:45]2=[O:59])=[N:31][CH:32]=[CH:33][C:34]=1[C:2]1[CH:3]=[C:4]([NH:10][C:11]2[CH:23]=[C:14]3[CH2:15][N:16]([CH:19]4[CH2:22][O:21][CH2:20]4)[CH2:17][CH2:18][N:13]3[N:12]=2)[C:5](=[O:9])[N:6]([CH3:8])[N:7]=1)(=[O:26])[CH3:25]. Given the reactants Cl[C:2]1[CH:3]=[C:4]([NH:10][C:11]2[CH:23]=[C:14]3[CH2:15][N:16]([CH:19]4[CH2:22][O:21][CH2:20]4)[CH2:17][CH2:18][N:13]3[N:12]=2)[C:5](=[O:9])[N:6]([CH3:8])[N:7]=1.[C:24]([O:27][CH2:28][C:29]1[C:30]([N:44]2[N:53]=[CH:52][C:51]3[C:46](=[C:47]([F:58])[CH:48]=[C:49]([C:54]([CH3:57])([CH3:56])[CH3:55])[CH:50]=3)[C:45]2=[O:59])=[N:31][CH:32]=[CH:33][C:34]=1B1OC(C)(C)C(C)(C)O1)(=[O:26])[CH3:25].C1CCC(P(C2CCCCC2)C2CCCCC2)CC1.C([O-])([O-])=O.[Cs+].[Cs+], predict the reaction product. (2) Given the reactants [N+:1]([O-:4])(O)=[O:2].[F:5][C:6]([F:20])([O:12][C:13]1[CH:18]=[CH:17][CH:16]=[C:15]([F:19])[CH:14]=1)[C:7]([N:9]([CH3:11])[CH3:10])=[O:8], predict the reaction product. The product is: [F:20][C:6]([F:5])([O:12][C:13]1[CH:14]=[C:15]([F:19])[C:16]([N+:1]([O-:4])=[O:2])=[CH:17][CH:18]=1)[C:7]([N:9]([CH3:11])[CH3:10])=[O:8]. (3) Given the reactants [F:1][C:2]([F:15])([F:14])[CH2:3][O:4][C:5]1[CH:6]=[CH:7][C:8]([C:11]([OH:13])=O)=[N:9][CH:10]=1.[NH2:16][C:17]1[CH:18]=[C:19]([C:23]2([CH3:30])[NH:28][C:27](=[S:29])[CH2:26][O:25][CH2:24]2)[CH:20]=[CH:21][CH:22]=1, predict the reaction product. The product is: [CH3:30][C:23]1([C:19]2[CH:18]=[C:17]([NH:16][C:11]([C:8]3[CH:7]=[CH:6][C:5]([O:4][CH2:3][C:2]([F:1])([F:15])[F:14])=[CH:10][N:9]=3)=[O:13])[CH:22]=[CH:21][CH:20]=2)[CH2:24][O:25][CH2:26][C:27](=[S:29])[NH:28]1. (4) Given the reactants [CH3:1][CH2:2][N:3]([CH2:6][C:7]#[C:8][CH2:9][O:10][C:11]([C:13]([OH:26])([CH:20]1[CH2:25][CH2:24][CH2:23][CH2:22][CH2:21]1)[C:14]1[CH:15]=[CH:16][CH:17]=[CH:18][CH:19]=1)=[O:12])[CH2:4][CH3:5].Cl.[OH-].[Na+], predict the reaction product. The product is: [CH3:1][CH2:2][N:3]([CH2:6][C:7]#[C:8][CH2:9][O:10][C:11]([C:13]([OH:26])([CH:20]1[CH2:21][CH2:22][CH2:23][CH2:24][CH2:25]1)[C:14]1[CH:15]=[CH:16][CH:17]=[CH:18][CH:19]=1)=[O:12])[CH2:4][CH3:5].